This data is from Serine/threonine kinase 33 screen with 319,792 compounds. The task is: Binary Classification. Given a drug SMILES string, predict its activity (active/inactive) in a high-throughput screening assay against a specified biological target. The drug is O(c1cc2c([nH]c(=O)n(CCc3cc(OC)c(OC)cc3)c2=O)cc1OCC)CC. The result is 0 (inactive).